Dataset: Forward reaction prediction with 1.9M reactions from USPTO patents (1976-2016). Task: Predict the product of the given reaction. (1) Given the reactants [C:1]([O:6][CH2:7][CH:8]1[O:10][CH2:9]1)(=[O:5])[C:2]([CH3:4])=[CH2:3].[CH2:11]=[CH:12][C:13]1[CH:18]=[CH:17][CH:16]=[CH:15][CH:14]=1.C(C1C=CC=CC=1C=C)=C, predict the reaction product. The product is: [CH2:11]=[CH:12][C:13]1[CH:18]=[CH:17][CH:16]=[CH:15][CH:14]=1.[C:1]([O:6][CH2:7][CH:8]1[O:10][CH2:9]1)(=[O:5])[C:2]([CH3:4])=[CH2:3]. (2) Given the reactants [NH:1]1[CH2:6][CH2:5][CH2:4][C@@H:3]([NH:7][C:8](=[O:14])[O:9][C:10]([CH3:13])([CH3:12])[CH3:11])[CH2:2]1.Br[C:16]1[CH:17]=[N:18][CH:19]=[CH:20][CH:21]=1.C1C=CC(P(C2C(C3C(P(C4C=CC=CC=4)C4C=CC=CC=4)=CC=C4C=3C=CC=C4)=C3C(C=CC=C3)=CC=2)C2C=CC=CC=2)=CC=1.CC(C)([O-])C.[Na+], predict the reaction product. The product is: [N:18]1[CH:19]=[CH:20][CH:21]=[C:16]([N:1]2[CH2:6][CH2:5][CH2:4][C@@H:3]([NH:7][C:8](=[O:14])[O:9][C:10]([CH3:11])([CH3:13])[CH3:12])[CH2:2]2)[CH:17]=1.